This data is from Full USPTO retrosynthesis dataset with 1.9M reactions from patents (1976-2016). The task is: Predict the reactants needed to synthesize the given product. Given the product [NH:28]1[CH:27]=[C:26]([C:2]2[CH:3]=[C:4]3[CH:10]=[N:9][NH:8][C:5]3=[CH:6][N:7]=2)[CH:25]=[N:29]1, predict the reactants needed to synthesize it. The reactants are: Br[C:2]1[CH:3]=[C:4]2[CH:10]=[N:9][NH:8][C:5]2=[CH:6][N:7]=1.C([O-])([O-])=O.[Na+].[Na+].CC1(C)C(C)(C)OB([C:25]2[NH:29][N:28]=[CH:27][CH:26]=2)O1.